This data is from Catalyst prediction with 721,799 reactions and 888 catalyst types from USPTO. The task is: Predict which catalyst facilitates the given reaction. (1) Reactant: [CH3:1][N:2]([CH3:19])[CH2:3][CH2:4][O:5][C:6]1[CH:11]=[CH:10][C:9]([NH2:12])=[CH:8][C:7]=1[C:13]1[N:14]([CH3:18])[N:15]=[CH:16][CH:17]=1.[Cl:20][C:21]1[CH:26]=[CH:25][C:24]([N:27]=[C:28]=[O:29])=[CH:23][CH:22]=1. Product: [Cl:20][C:21]1[CH:26]=[CH:25][C:24]([NH:27][C:28]([NH:12][C:9]2[CH:10]=[CH:11][C:6]([O:5][CH2:4][CH2:3][N:2]([CH3:19])[CH3:1])=[C:7]([C:13]3[N:14]([CH3:18])[N:15]=[CH:16][CH:17]=3)[CH:8]=2)=[O:29])=[CH:23][CH:22]=1. The catalyst class is: 2. (2) Reactant: [NH2:1][C:2]1[C:7]([OH:8])=[CH:6][C:5]([Br:9])=[CH:4][N:3]=1.I[CH:11]([CH3:13])[CH3:12].[OH-].[Na+]. Product: [Br:9][C:5]1[CH:6]=[C:7]([O:8][CH:11]([CH3:13])[CH3:12])[C:2]([NH2:1])=[N:3][CH:4]=1. The catalyst class is: 46. (3) Reactant: [H-].[Na+].CS(C)=O.[I-].[CH3:8][S+](C)(C)=O.[CH2:13]([C@:15]12[CH2:25][CH2:24][C:23](=[O:26])[CH2:22][C@H:21]1[CH2:20][CH2:19][O:18][C:17]1[CH:27]=[C:28]([C:31]([NH:33][C:34]3[C:35]([CH3:40])=[N:36][CH:37]=[CH:38][CH:39]=3)=[O:32])[CH:29]=[CH:30][C:16]2=1)[CH3:14].[CH2:41]([C@@:43]12[CH2:53][CH2:52][C:51](=[O:54])[CH2:50][C@@H:49]1[CH2:48][CH2:47][O:46][C:45]1[CH:55]=[C:56]([C:59]([NH:61][C:62]3[C:63]([CH3:68])=[N:64][CH:65]=[CH:66][CH:67]=3)=[O:60])[CH:57]=[CH:58][C:44]2=1)[CH3:42]. Product: [CH2:13]([C@:15]12[CH2:25][CH2:24][C@@:23]3([CH2:41][O:26]3)[CH2:22][C@H:21]1[CH2:20][CH2:19][O:18][C:17]1[CH:27]=[C:28]([C:31]([NH:33][C:34]3[C:35]([CH3:40])=[N:36][CH:37]=[CH:38][CH:39]=3)=[O:32])[CH:29]=[CH:30][C:16]2=1)[CH3:14].[CH2:41]([C@@:43]12[CH2:53][CH2:52][C@:51]3([CH2:8][O:54]3)[CH2:50][C@@H:49]1[CH2:48][CH2:47][O:46][C:45]1[CH:55]=[C:56]([C:59]([NH:61][C:62]3[C:63]([CH3:68])=[N:64][CH:65]=[CH:66][CH:67]=3)=[O:60])[CH:57]=[CH:58][C:44]2=1)[CH3:42]. The catalyst class is: 1. (4) Reactant: C(=O)([O-])[O-:2].[K+].[K+].OO.[C:9]([O:13][C:14]([N:16]1[CH2:22][CH2:21][CH2:20][N:19]([C:23]2[N:31]([CH2:32][C:33]3[CH:38]=[CH:37][CH:36]=[CH:35][CH:34]=3)[C:30]3[C:29](=[O:39])[N:28]([CH2:40][C:41]4[C:50]5[C:45](=[CH:46][CH:47]=[CH:48][CH:49]=5)[CH:44]=[CH:43][N:42]=4)[C:27](=[O:51])[N:26]([CH3:52])[C:25]=3[C:24]=2[C:53]#[N:54])[CH2:18][CH2:17]1)=[O:15])([CH3:12])([CH3:11])[CH3:10]. Product: [C:9]([O:13][C:14]([N:16]1[CH2:22][CH2:21][CH2:20][N:19]([C:23]2[N:31]([CH2:32][C:33]3[CH:34]=[CH:35][CH:36]=[CH:37][CH:38]=3)[C:30]3[C:29](=[O:39])[N:28]([CH2:40][C:41]4[C:50]5[C:45](=[CH:46][CH:47]=[CH:48][CH:49]=5)[CH:44]=[CH:43][N:42]=4)[C:27](=[O:51])[N:26]([CH3:52])[C:25]=3[C:24]=2[C:53](=[O:2])[NH2:54])[CH2:18][CH2:17]1)=[O:15])([CH3:12])([CH3:10])[CH3:11]. The catalyst class is: 58. (5) Reactant: [CH3:1][C:2]1[N:7]=[C:6]2[S:8][C:9]3[CH2:14][CH2:13][CH2:12][CH2:11][C:10]=3[C:5]2=[C:4]([C:15]2[CH:20]=[CH:19][C:18]([CH3:21])=[CH:17][C:16]=2[O:22][CH3:23])[C:3]=1[CH:24]([CH2:29][CH2:30][CH3:31])[C:25]([O:27]C)=[O:26].[OH-].[Na+]. Product: [CH3:1][C:2]1[N:7]=[C:6]2[S:8][C:9]3[CH2:14][CH2:13][CH2:12][CH2:11][C:10]=3[C:5]2=[C:4]([C:15]2[CH:20]=[CH:19][C:18]([CH3:21])=[CH:17][C:16]=2[O:22][CH3:23])[C:3]=1[CH:24]([CH2:29][CH2:30][CH3:31])[C:25]([OH:27])=[O:26]. The catalyst class is: 5.